Dataset: Forward reaction prediction with 1.9M reactions from USPTO patents (1976-2016). Task: Predict the product of the given reaction. Given the reactants [NH2:1][CH2:2][C@H:3]1[N:10]([C:11]([C:13]2[N:14]=[C:15]([CH3:25])[S:16][C:17]=2[C:18]2[CH:19]=[C:20]([CH3:24])[CH:21]=[CH:22][CH:23]=2)=[O:12])[CH2:9][C@H:8]2[C@@H:4]1[CH2:5][CH:6]([CH3:26])[CH2:7]2.[Cl:27][C:28]1[CH:29]=[C:30]([CH:34]=[CH:35][CH:36]=1)[C:31](O)=[O:32], predict the reaction product. The product is: [Cl:27][C:28]1[CH:29]=[C:30]([CH:34]=[CH:35][CH:36]=1)[C:31]([NH:1][CH2:2][C@H:3]1[N:10]([C:11]([C:13]2[N:14]=[C:15]([CH3:25])[S:16][C:17]=2[C:18]2[CH:19]=[C:20]([CH3:24])[CH:21]=[CH:22][CH:23]=2)=[O:12])[CH2:9][C@H:8]2[C@@H:4]1[CH2:5][CH:6]([CH3:26])[CH2:7]2)=[O:32].